Dataset: Catalyst prediction with 721,799 reactions and 888 catalyst types from USPTO. Task: Predict which catalyst facilitates the given reaction. (1) Reactant: [CH3:1][S:2]([C:5]1[CH:13]=[C:12]2[C:8]([CH2:9][CH2:10][C:11]2=[O:14])=[CH:7][CH:6]=1)(=[O:4])=[O:3].[BH4-].[Na+]. Product: [CH3:1][S:2]([C:5]1[CH:13]=[C:12]2[C:8]([CH2:9][CH2:10][CH:11]2[OH:14])=[CH:7][CH:6]=1)(=[O:3])=[O:4]. The catalyst class is: 5. (2) Reactant: [CH3:1][O:2][C:3]([CH:5]1[C:11](=O)[CH2:10][CH:9]([C:13]([O:15][CH3:16])=[O:14])[C:7](=O)[CH2:6]1)=[O:4].[Cl:17][C:18]1[CH:24]=[CH:23][C:21]([NH2:22])=[CH:20][CH:19]=1.[ClH:25]. Product: [Cl:17][C:18]1[CH:24]=[CH:23][C:21]([NH:22][C:7]2[CH2:6][C:5]([C:3]([O:2][CH3:1])=[O:4])=[C:11]([NH:22][C:21]3[CH:23]=[CH:24][C:18]([Cl:25])=[CH:19][CH:20]=3)[CH2:10][C:9]=2[C:13]([O:15][CH3:16])=[O:14])=[CH:20][CH:19]=1. The catalyst class is: 5. (3) The catalyst class is: 18. Product: [C:26]([Si:23]([O:22][CH2:21][CH2:20][O:12][C:4]1[CH:5]=[CH:6][C:7]([N+:9]([O-:11])=[O:10])=[CH:8][C:3]=1[O:2][CH3:1])([CH3:25])[CH3:24])([CH3:29])([CH3:28])[CH3:27]. Reactant: [CH3:1][O:2][C:3]1[CH:8]=[C:7]([N+:9]([O-:11])=[O:10])[CH:6]=[CH:5][C:4]=1[OH:12].C([O-])([O-])=O.[K+].[K+].Br[CH2:20][CH2:21][O:22][Si:23]([C:26]([CH3:29])([CH3:28])[CH3:27])([CH3:25])[CH3:24]. (4) The catalyst class is: 142. Product: [ClH:69].[ClH:69].[NH2:8][C@H:9]([C:14]([C@@:41]1([OH:42])[CH2:43][CH2:44][C@@:45]2([CH3:46])[C:39](=[CH:38][CH2:37][C@@H:36]3[C@@H:47]2[CH2:48][CH2:49][C@@:50]2([CH3:51])[C@H:35]3[CH2:34][CH2:33][C@@H:32]2[C@H:30]([CH3:31])[CH2:29][CH2:28][CH2:27][CH:25]([CH3:26])[CH3:24])[CH2:40]1)=[O:16])[CH2:10][CH2:11][CH2:12][NH2:13]. Reactant: C([N:8](C(OC(C)(C)C)=O)[C@H:9]([C:14]([OH:16])=O)[CH2:10][CH2:11][CH2:12][NH2:13])(OC(C)(C)C)=O.[CH3:24][CH:25]([CH2:27][CH2:28][CH2:29][C@H:30]([C@@H:32]1[C@:50]2([CH3:51])[C@H:35]([C@H:36]3[C@H:47]([CH2:48][CH2:49]2)[C@:45]2([CH3:46])[C:39]([CH2:40][C@H:41]([CH2:43][CH2:44]2)[OH:42])=[CH:38][CH2:37]3)[CH2:34][CH2:33]1)[CH3:31])[CH3:26].C1CCC(N=C=NC2CCCCC2)CC1.CO.[Cl:69]CCl. (5) Reactant: [OH:1][C:2]1[CH:10]=[CH:9][C:5]([C:6]([OH:8])=[O:7])=[CH:4][CH:3]=1.[OH-].[K+].[C:13](Cl)(=[O:23])[CH2:14][CH2:15][CH2:16][CH2:17][CH2:18][CH2:19][CH2:20][CH2:21][CH3:22].Cl. Product: [C:13]([O:1][C:2]1[CH:10]=[CH:9][C:5]([C:6]([OH:8])=[O:7])=[CH:4][CH:3]=1)(=[O:23])[CH2:14][CH2:15][CH2:16][CH2:17][CH2:18][CH2:19][CH2:20][CH2:21][CH3:22]. The catalyst class is: 657. (6) Reactant: C(=O)([O-])[O-].[K+].[K+].[NH2:7][CH2:8][CH2:9][OH:10].Br[CH2:12][C:13]([O:15][CH2:16][CH3:17])=[O:14]. Product: [CH2:16]([O:15][C:13](=[O:14])[CH2:12][NH:7][CH2:8][CH2:9][OH:10])[CH3:17]. The catalyst class is: 10.